From a dataset of NCI-60 drug combinations with 297,098 pairs across 59 cell lines. Regression. Given two drug SMILES strings and cell line genomic features, predict the synergy score measuring deviation from expected non-interaction effect. (1) Drug 1: CN1CCC(CC1)COC2=C(C=C3C(=C2)N=CN=C3NC4=C(C=C(C=C4)Br)F)OC. Drug 2: CC1CCCC2(C(O2)CC(NC(=O)CC(C(C(=O)C(C1O)C)(C)C)O)C(=CC3=CSC(=N3)C)C)C. Cell line: KM12. Synergy scores: CSS=5.62, Synergy_ZIP=1.68, Synergy_Bliss=0.872, Synergy_Loewe=-7.88, Synergy_HSA=-2.04. (2) Drug 1: CN(C)C1=NC(=NC(=N1)N(C)C)N(C)C. Cell line: SK-MEL-5. Synergy scores: CSS=7.51, Synergy_ZIP=-1.68, Synergy_Bliss=5.15, Synergy_Loewe=-6.03, Synergy_HSA=-0.581. Drug 2: C1CN(CCN1C(=O)CCBr)C(=O)CCBr. (3) Cell line: HT29. Drug 2: C1=NC2=C(N1)C(=S)N=C(N2)N. Drug 1: CC1=C(C=C(C=C1)NC2=NC=CC(=N2)N(C)C3=CC4=NN(C(=C4C=C3)C)C)S(=O)(=O)N.Cl. Synergy scores: CSS=31.1, Synergy_ZIP=3.26, Synergy_Bliss=2.35, Synergy_Loewe=-28.4, Synergy_HSA=-0.108. (4) Drug 1: C1C(C(OC1N2C=C(C(=O)NC2=O)F)CO)O. Drug 2: COC1=C2C(=CC3=C1OC=C3)C=CC(=O)O2. Cell line: NCI-H460. Synergy scores: CSS=48.8, Synergy_ZIP=0.941, Synergy_Bliss=-0.138, Synergy_Loewe=-49.8, Synergy_HSA=-0.438. (5) Drug 1: CC1=C2C(C(=O)C3(C(CC4C(C3C(C(C2(C)C)(CC1OC(=O)C(C(C5=CC=CC=C5)NC(=O)OC(C)(C)C)O)O)OC(=O)C6=CC=CC=C6)(CO4)OC(=O)C)O)C)O. Drug 2: C1CN1C2=NC(=NC(=N2)N3CC3)N4CC4. Cell line: SNB-19. Synergy scores: CSS=19.4, Synergy_ZIP=-0.833, Synergy_Bliss=2.76, Synergy_Loewe=-0.476, Synergy_HSA=-0.198. (6) Drug 1: C1CC(=O)NC(=O)C1N2CC3=C(C2=O)C=CC=C3N. Drug 2: COC1=NC(=NC2=C1N=CN2C3C(C(C(O3)CO)O)O)N. Cell line: HL-60(TB). Synergy scores: CSS=38.5, Synergy_ZIP=-3.20, Synergy_Bliss=-5.93, Synergy_Loewe=-7.14, Synergy_HSA=-3.36. (7) Drug 1: CNC(=O)C1=CC=CC=C1SC2=CC3=C(C=C2)C(=NN3)C=CC4=CC=CC=N4. Drug 2: CCN(CC)CCNC(=O)C1=C(NC(=C1C)C=C2C3=C(C=CC(=C3)F)NC2=O)C. Cell line: UO-31. Synergy scores: CSS=4.76, Synergy_ZIP=-1.35, Synergy_Bliss=0.728, Synergy_Loewe=-0.320, Synergy_HSA=0.751. (8) Drug 2: N.N.Cl[Pt+2]Cl. Cell line: MDA-MB-231. Drug 1: CC12CCC3C(C1CCC2O)C(CC4=C3C=CC(=C4)O)CCCCCCCCCS(=O)CCCC(C(F)(F)F)(F)F. Synergy scores: CSS=13.8, Synergy_ZIP=-4.09, Synergy_Bliss=1.04, Synergy_Loewe=-7.93, Synergy_HSA=-0.623. (9) Drug 1: CC1=C(N=C(N=C1N)C(CC(=O)N)NCC(C(=O)N)N)C(=O)NC(C(C2=CN=CN2)OC3C(C(C(C(O3)CO)O)O)OC4C(C(C(C(O4)CO)O)OC(=O)N)O)C(=O)NC(C)C(C(C)C(=O)NC(C(C)O)C(=O)NCCC5=NC(=CS5)C6=NC(=CS6)C(=O)NCCC[S+](C)C)O. Drug 2: CC(C)NC(=O)C1=CC=C(C=C1)CNNC.Cl. Cell line: UACC62. Synergy scores: CSS=29.2, Synergy_ZIP=-4.42, Synergy_Bliss=-1.33, Synergy_Loewe=-22.0, Synergy_HSA=-1.23. (10) Drug 1: CC=C1C(=O)NC(C(=O)OC2CC(=O)NC(C(=O)NC(CSSCCC=C2)C(=O)N1)C(C)C)C(C)C. Drug 2: CC1C(C(CC(O1)OC2CC(OC(C2O)C)OC3=CC4=CC5=C(C(=O)C(C(C5)C(C(=O)C(C(C)O)O)OC)OC6CC(C(C(O6)C)O)OC7CC(C(C(O7)C)O)OC8CC(C(C(O8)C)O)(C)O)C(=C4C(=C3C)O)O)O)O. Cell line: MDA-MB-231. Synergy scores: CSS=71.9, Synergy_ZIP=-2.29, Synergy_Bliss=-3.87, Synergy_Loewe=-20.3, Synergy_HSA=-1.84.